This data is from Reaction yield outcomes from USPTO patents with 853,638 reactions. The task is: Predict the reaction yield, written as a fraction of the theoretical maximum amount of product (1.0 means a 100% yield; for example, 0.34 means a 34% yield). (1) The reactants are CC(C)([O-])C.[K+].[CH2:7]([N:14]1[C:23]2[C:18](=[C:19]([CH2:25][CH:26]3[S:30][C:29](=[O:31])[NH:28][C:27]3=[O:32])[CH:20]=[CH:21][C:22]=2[OH:24])[CH2:17][CH2:16][C:15]1=[O:33])[C:8]1[CH:13]=[CH:12][CH:11]=[CH:10][CH:9]=1.I[CH2:35][CH2:36][CH2:37][CH3:38].S([O-])(O)(=O)=O.[K+]. The catalyst is O.CS(C)=O. The product is [CH2:7]([N:14]1[C:23]2[C:18](=[C:19]([CH2:25][CH:26]3[S:30][C:29](=[O:31])[NH:28][C:27]3=[O:32])[CH:20]=[CH:21][C:22]=2[O:24][CH2:35][CH2:36][CH2:37][CH3:38])[CH2:17][CH2:16][C:15]1=[O:33])[C:8]1[CH:13]=[CH:12][CH:11]=[CH:10][CH:9]=1. The yield is 0.410. (2) The reactants are [C:1]([C:3]1[O:7][C:6]([C:8](Cl)=[O:9])=[CH:5][CH:4]=1)#[N:2].[CH3:11][O:12][C:13]1[CH:18]=[CH:17][C:16]([NH2:19])=[C:15]([N:20]2[CH2:25][CH2:24][CH2:23][CH2:22][CH2:21]2)[CH:14]=1.CCN(C(C)C)C(C)C. No catalyst specified. The product is [CH3:11][O:12][C:13]1[CH:18]=[CH:17][C:16]([NH:19][C:8]([C:6]2[O:7][C:3]([C:1]#[N:2])=[CH:4][CH:5]=2)=[O:9])=[C:15]([N:20]2[CH2:25][CH2:24][CH2:23][CH2:22][CH2:21]2)[CH:14]=1. The yield is 0.600. (3) The reactants are [CH:1]([C:4]1[CH:9]=[CH:8][C:7]([CH3:10])=[CH:6][C:5]=1[N:11]1[C:15](=[O:16])[CH2:14][S:13]/[C:12]/1=[N:17]\[C:18]([NH:20][CH2:21][CH2:22][C:23]1[CH:28]=[CH:27][C:26]([C:29]2[N:33]=[CH:32][N:31]([C:34]3[CH:39]=[CH:38][C:37]([O:40][C:41]([F:44])([F:43])[F:42])=[CH:36][CH:35]=3)[N:30]=2)=[CH:25][CH:24]=1)=[O:19])([CH3:3])[CH3:2].[Br:45]N1C(=O)CCC1=O.N(C(C)(C)C#N)=NC(C)(C)C#N. The catalyst is C(Cl)(Cl)(Cl)Cl. The product is [Br:45][CH:22]([C:23]1[CH:24]=[CH:25][C:26]([C:29]2[N:33]=[CH:32][N:31]([C:34]3[CH:35]=[CH:36][C:37]([O:40][C:41]([F:44])([F:43])[F:42])=[CH:38][CH:39]=3)[N:30]=2)=[CH:27][CH:28]=1)[CH2:21][NH:20][C:18](/[N:17]=[C:12]1\[S:13][CH2:14][C:15](=[O:16])[N:11]\1[C:5]1[CH:6]=[C:7]([CH3:10])[CH:8]=[CH:9][C:4]=1[CH:1]([CH3:3])[CH3:2])=[O:19]. The yield is 0.210. (4) The reactants are [C:1]([CH2:3][C:4]1([N:15]2[CH:19]=[C:18]([C:20]3[C:21]4[CH:28]=[CH:27][N:26]([CH2:29][O:30][CH2:31][CH2:32][Si:33]([CH3:36])([CH3:35])[CH3:34])[C:22]=4[N:23]=[CH:24][N:25]=3)[CH:17]=[N:16]2)[CH2:7][N:6](C(OC(C)(C)C)=O)[CH2:5]1)#[N:2].Cl.O1CCOCC1. The catalyst is ClCCl. The product is [CH3:35][Si:33]([CH3:34])([CH3:36])[CH2:32][CH2:31][O:30][CH2:29][N:26]1[C:22]2[N:23]=[CH:24][N:25]=[C:20]([C:18]3[CH:17]=[N:16][N:15]([C:4]4([CH2:3][C:1]#[N:2])[CH2:5][NH:6][CH2:7]4)[CH:19]=3)[C:21]=2[CH:28]=[CH:27]1. The yield is 0.856. (5) The reactants are [CH3:1][O:2][C:3]([C:5]1[CH:6]=[C:7]2[C:11](=[CH:12][CH:13]=1)[NH:10][CH:9]=[CH:8]2)=[O:4].[CH3:14]I. No catalyst specified. The product is [CH3:1][O:2][C:3]([C:5]1[CH:6]=[C:7]2[C:11](=[CH:12][CH:13]=1)[N:10]([CH3:14])[CH:9]=[CH:8]2)=[O:4]. The yield is 0.930. (6) The reactants are [H-].[H-].[H-].[H-].[Li+].[Al+3].[F:7][C:8]1[CH:9]=[C:10]([CH:22]=[CH:23][CH:24]=1)[CH2:11][O:12][CH2:13][C:14]1[CH:21]=[CH:20][C:17]([C:18]#[N:19])=[CH:16][CH:15]=1.O.[OH-].[Na+]. The catalyst is C1COCC1. The product is [F:7][C:8]1[CH:9]=[C:10]([CH:22]=[CH:23][CH:24]=1)[CH2:11][O:12][CH2:13][C:14]1[CH:21]=[CH:20][C:17]([CH2:18][NH2:19])=[CH:16][CH:15]=1. The yield is 0.370. (7) The reactants are [CH2:1]([N:3]1[CH2:8][CH2:7][N:6]([C:9]2[CH:14]=[CH:13][C:12]([NH2:15])=[CH:11][CH:10]=2)[CH2:5][CH2:4]1)[CH3:2].Cl[C:17]1([C:41]2[C:42]([O:47][CH2:48][CH3:49])=[N:43][CH:44]=[CH:45][CH:46]=2)[C:25]2[C:20](=[CH:21][CH:22]=[C:23]([I:26])[CH:24]=2)[N:19]([S:27]([C:30]2[CH:35]=[CH:34][C:33]([O:36][CH3:37])=[CH:32][C:31]=2[O:38][CH3:39])(=[O:29])=[O:28])[C:18]1=[O:40]. The catalyst is ClCCl. The product is [CH3:39][O:38][C:31]1[CH:32]=[C:33]([O:36][CH3:37])[CH:34]=[CH:35][C:30]=1[S:27]([N:19]1[C:20]2[C:25](=[CH:24][C:23]([I:26])=[CH:22][CH:21]=2)[C:17]([C:41]2[C:42]([O:47][CH2:48][CH3:49])=[N:43][CH:44]=[CH:45][CH:46]=2)([NH:15][C:12]2[CH:13]=[CH:14][C:9]([N:6]3[CH2:5][CH2:4][N:3]([CH2:1][CH3:2])[CH2:8][CH2:7]3)=[CH:10][CH:11]=2)[C:18]1=[O:40])(=[O:29])=[O:28]. The yield is 0.110. (8) The reactants are [Li][CH2:2][CH2:3][CH2:4][CH3:5].[C:6]1([PH2:12])[CH:11]=[CH:10][CH:9]=[CH:8][CH:7]=1.[CH2:13]1COC[CH2:14]1. The catalyst is O. The product is [CH3:5][C@@H:4]1[CH2:3][CH2:2][C@@H:13]([CH3:14])[P:12]1[C:6]1[CH:11]=[CH:10][CH:9]=[CH:8][CH:7]=1. The yield is 0.710. (9) The reactants are [CH:1]1([CH2:6][CH:7]([C:16]2[CH:21]=[CH:20][C:19]([O:22]C)=[CH:18][CH:17]=2)[C:8]([NH:10][C:11]2[S:12][CH:13]=[CH:14][N:15]=2)=[O:9])[CH2:5][CH2:4][CH2:3][CH2:2]1.B(Br)(Br)Br. The catalyst is C(Cl)Cl. The product is [CH:1]1([CH2:6][CH:7]([C:16]2[CH:21]=[CH:20][C:19]([OH:22])=[CH:18][CH:17]=2)[C:8]([NH:10][C:11]2[S:12][CH:13]=[CH:14][N:15]=2)=[O:9])[CH2:5][CH2:4][CH2:3][CH2:2]1. The yield is 0.634.